From a dataset of Retrosynthesis with 50K atom-mapped reactions and 10 reaction types from USPTO. Predict the reactants needed to synthesize the given product. (1) Given the product C[C@H](CCCC(C)(C)O)[C@H]1CC[C@H]2[C@@H]3C=CC4=CC(=O)[C@@H]5O[C@@H]5[C@]4(C)[C@H]3CC[C@@]21C, predict the reactants needed to synthesize it. The reactants are: C[C@H](CCCC(C)(C)O)[C@H]1CC[C@H]2[C@@H]3C=CC4=CC(=O)C=C[C@]4(C)[C@H]3CC[C@@]21C.OO. (2) Given the product COC(C)(C)c1cc(Br)cc(C(C)(C)C)c1, predict the reactants needed to synthesize it. The reactants are: CC(C)(C)c1cc(Br)cc(C(C)(C)O)c1.CI. (3) Given the product NCCCSc1ncco1, predict the reactants needed to synthesize it. The reactants are: O=C1c2ccccc2C(=O)N1CCCSc1ncco1. (4) Given the product CC(NC(=O)c1ccc(Cl)s1)C(=O)Nc1ccc(C(=O)N2CCCC2)c(Cl)c1, predict the reactants needed to synthesize it. The reactants are: CC(NC(=O)c1ccc(Cl)s1)C(=O)O.Nc1ccc(C(=O)N2CCCC2)c(Cl)c1. (5) Given the product CC(C)(C)OC(=O)N1CCCC(CO)C1, predict the reactants needed to synthesize it. The reactants are: CC(C)(C)OC(=O)OC(=O)OC(C)(C)C.OCC1CCCNC1. (6) Given the product CC(O)[C@H](Cc1ccccc1)NC(=O)OC(C)(C)C, predict the reactants needed to synthesize it. The reactants are: CC(=O)[C@H](Cc1ccccc1)NC(=O)OC(C)(C)C. (7) Given the product CC(=O)Oc1c(C)cccc1C1CC1, predict the reactants needed to synthesize it. The reactants are: CC(=O)Oc1c(C)cccc1C(Br)CCBr. (8) Given the product O=C(CCC(NC(=O)OCc1ccccc1)C(=O)Nc1ccc(Cl)cc1C(=O)O)Nc1ccc(Cl)cc1, predict the reactants needed to synthesize it. The reactants are: COC(=O)c1cc(Cl)ccc1NC(=O)C(CCC(=O)Nc1ccc(Cl)cc1)NC(=O)OCc1ccccc1. (9) Given the product CC(C)C(c1cnccc1C(F)(F)F)N(C)C(=O)Cc1ccccc1, predict the reactants needed to synthesize it. The reactants are: CNC(c1cnccc1C(F)(F)F)C(C)C.O=C(Cl)Cc1ccccc1.